From a dataset of NCI-60 drug combinations with 297,098 pairs across 59 cell lines. Regression. Given two drug SMILES strings and cell line genomic features, predict the synergy score measuring deviation from expected non-interaction effect. Drug 1: CN1CCC(CC1)COC2=C(C=C3C(=C2)N=CN=C3NC4=C(C=C(C=C4)Br)F)OC. Drug 2: CC(CN1CC(=O)NC(=O)C1)N2CC(=O)NC(=O)C2. Cell line: SF-268. Synergy scores: CSS=9.77, Synergy_ZIP=-3.44, Synergy_Bliss=-0.534, Synergy_Loewe=-4.27, Synergy_HSA=-3.65.